Dataset: Full USPTO retrosynthesis dataset with 1.9M reactions from patents (1976-2016). Task: Predict the reactants needed to synthesize the given product. (1) Given the product [CH2:1]([O:8][C@@H:9]1[C@@H:15]([O:16][CH2:17][C:18]2[CH:19]=[CH:20][CH:21]=[CH:22][CH:23]=2)[C@:14]2([C:25]3[CH:30]=[CH:29][C:28]([Cl:31])=[C:27]([CH2:32][C:33]4[CH:34]=[CH:35][C:36]([O:39][CH2:40][CH3:41])=[CH:37][CH:38]=4)[CH:26]=3)[O:24][C@@:11]([CH:42]=[O:43])([CH2:12][O:13]2)[C@@H:10]1[OH:44])[C:2]1[CH:7]=[CH:6][CH:5]=[CH:4][CH:3]=1, predict the reactants needed to synthesize it. The reactants are: [CH2:1]([O:8][C@@H:9]1[C@@H:15]([O:16][CH2:17][C:18]2[CH:23]=[CH:22][CH:21]=[CH:20][CH:19]=2)[C@:14]2([C:25]3[CH:30]=[CH:29][C:28]([Cl:31])=[C:27]([CH2:32][C:33]4[CH:38]=[CH:37][C:36]([O:39][CH2:40][CH3:41])=[CH:35][CH:34]=4)[CH:26]=3)[O:24][C@@:11]([CH2:42][OH:43])([CH2:12][O:13]2)[C@@H:10]1[OH:44])[C:2]1[CH:7]=[CH:6][CH:5]=[CH:4][CH:3]=1.C(=O)(O)[O-].[Na+].[Br-].[K+].Cl[O-].[Na+].[Cl-].[NH4+]. (2) The reactants are: C1(P(C2CCCCC2)C2C=CC=CC=2C2C(C(C)C)=CC(C(C)C)=CC=2C(C)C)CCCCC1.Cl[C:36]1[N:41]=[C:40]([NH:42][C@@H:43]([CH:45]2[CH2:48][CH2:47][CH2:46]2)[CH3:44])[C:39]2[N:49]([CH2:52][C:53]3[CH:58]=[CH:57][C:56]([C:59]([F:62])([F:61])[F:60])=[CH:55][CH:54]=3)[CH:50]=[N:51][C:38]=2[CH:37]=1.C[C:64]([N:66](C)C)=O. Given the product [CH:45]1([C@H:43]([NH:42][C:40]2[C:39]3[N:49]([CH2:52][C:53]4[CH:54]=[CH:55][C:56]([C:59]([F:61])([F:60])[F:62])=[CH:57][CH:58]=4)[CH:50]=[N:51][C:38]=3[CH:37]=[C:36]([C:64]#[N:66])[N:41]=2)[CH3:44])[CH2:48][CH2:47][CH2:46]1, predict the reactants needed to synthesize it. (3) Given the product [C:1]([O:5][C:6]([N:8]1[CH2:13][CH2:12][N:11]([C:14]2[CH:19]=[CH:18][C:17]([C:20]3[CH:21]=[C:22]4[C:31]([C:48]5[C:47]([CH3:60])=[N:46][N:45]([CH2:44][C:43]6[CH:61]=[C:62]([F:64])[CH:63]=[C:41]([F:40])[CH:42]=6)[C:49]=5[CH3:50])=[CH:30][N:29]([C:33]([O:35][C:36]([CH3:39])([CH3:38])[CH3:37])=[O:34])[C:23]4=[N:24][C:25]=3[CH:26]3[CH2:28][CH2:27]3)=[CH:16][CH:15]=2)[CH2:10][CH2:9]1)=[O:7])([CH3:4])([CH3:3])[CH3:2], predict the reactants needed to synthesize it. The reactants are: [C:1]([O:5][C:6]([N:8]1[CH2:13][CH2:12][N:11]([C:14]2[CH:19]=[CH:18][C:17]([C:20]3[CH:21]=[C:22]4[C:31](I)=[CH:30][N:29]([C:33]([O:35][C:36]([CH3:39])([CH3:38])[CH3:37])=[O:34])[C:23]4=[N:24][C:25]=3[CH:26]3[CH2:28][CH2:27]3)=[CH:16][CH:15]=2)[CH2:10][CH2:9]1)=[O:7])([CH3:4])([CH3:3])[CH3:2].[F:40][C:41]1[CH:42]=[C:43]([CH:61]=[C:62]([F:64])[CH:63]=1)[CH2:44][N:45]1[C:49]([CH3:50])=[C:48](B2OC(C)(C)C(C)(C)O2)[C:47]([CH3:60])=[N:46]1.C(=O)([O-])[O-].[Na+].[Na+]. (4) Given the product [N:3]1[CH:4]=[CH:5][CH:6]=[CH:7][C:2]=1[S:1][C:11]1[CH:12]=[C:13]([C:19]#[N:20])[C:14](=[CH:17][CH:18]=1)[C:15]#[N:16], predict the reactants needed to synthesize it. The reactants are: [SH:1][C:2]1[CH:7]=[CH:6][CH:5]=[CH:4][N:3]=1.[N+]([C:11]1[CH:12]=[C:13]([C:19]#[N:20])[C:14](=[CH:17][CH:18]=1)[C:15]#[N:16])([O-])=O.C(=O)([O-])[O-].[K+].[K+]. (5) Given the product [Cl:10][C:6]1[C:3]([C:4]2[NH:13][N:12]=[N:11][N:5]=2)=[C:2]([CH:9]=[CH:8][CH:7]=1)[NH2:1], predict the reactants needed to synthesize it. The reactants are: [NH2:1][C:2]1[CH:9]=[CH:8][CH:7]=[C:6]([Cl:10])[C:3]=1[C:4]#[N:5].[N-:11]=[N+:12]=[N-:13].[Na+].Cl.C(N(CC)CC)C.